From a dataset of Reaction yield outcomes from USPTO patents with 853,638 reactions. Predict the reaction yield, written as a fraction of the theoretical maximum amount of product (1.0 means a 100% yield; for example, 0.34 means a 34% yield). (1) The reactants are [Cl-].O[NH3+:3].[C:4](=[O:7])([O-])[OH:5].[Na+].CS(C)=O.[CH3:13][C:14]1[N:15]([C:39]2[CH:40]=[CH:41][C:42]3[O:46][CH:45]([CH3:47])[CH2:44][C:43]=3[CH:48]=2)[C:16](=[O:38])[C:17]([CH2:23][C:24]2[CH:29]=[CH:28][C:27]([C:30]3[C:31]([C:36]#[N:37])=[CH:32][CH:33]=[CH:34][CH:35]=3)=[CH:26][CH:25]=2)=[C:18]([CH2:20][CH2:21][CH3:22])[N:19]=1. The catalyst is O.C(OCC)(=O)C. The product is [CH3:13][C:14]1[N:15]([C:39]2[CH:40]=[CH:41][C:42]3[O:46][CH:45]([CH3:47])[CH2:44][C:43]=3[CH:48]=2)[C:16](=[O:38])[C:17]([CH2:23][C:24]2[CH:25]=[CH:26][C:27]([C:30]3[CH:35]=[CH:34][CH:33]=[CH:32][C:31]=3[C:36]3[NH:3][C:4](=[O:7])[O:5][N:37]=3)=[CH:28][CH:29]=2)=[C:18]([CH2:20][CH2:21][CH3:22])[N:19]=1. The yield is 0.480. (2) The reactants are [CH2:32]([C:25]1[CH:24]=[C:23]2[C:28]([CH:29]=[C:30]([OH:31])[C:21]([C:21]3[C:30]([OH:31])=[CH:29][C:28]4[C:23](=[CH:24][C:25]([CH2:32][CH2:33][CH2:34][CH2:35][CH2:36][CH2:37][CH2:38][CH2:39][CH2:40][CH3:41])=[CH:26][CH:27]=4)[CH:22]=3)=[CH:22]2)=[CH:27][CH:26]=1)[CH2:33][CH2:34][CH2:35][CH2:36][CH2:37][CH2:38][CH2:39][CH2:40][CH3:41]. The catalyst is ClC1C=CC=CC=1Cl. The product is [CH2:21]([C:21]1[CH:22]=[C:23]2[C:28](=[CH:29][CH:30]=1)[CH:27]=[C:26]1[O:31][C:30]3[CH:21]=[C:22]4[C:27]([CH:26]=[C:25]([CH2:32][CH2:33][CH2:34][CH2:35][CH2:36][CH2:37][CH2:38][CH2:39][CH2:40][CH3:41])[CH:24]=[CH:23]4)=[CH:28][C:29]=3[C:25]1=[CH:24]2)[CH2:22][CH2:23][CH2:24][CH2:25][CH2:26][CH2:27][CH2:28][CH2:29][CH3:30]. The yield is 0.980. (3) The reactants are [O:1]([C:8]1[CH:9]=[C:10]([CH:28]=[CH:29][CH:30]=1)[CH2:11][N:12]1[CH2:17][CH2:16][CH:15]([N:18]2[C:22]3[CH:23]=[CH:24][CH:25]=[CH:26][C:21]=3[NH:20][C:19]2=O)[CH2:14][CH2:13]1)[C:2]1[CH:7]=[CH:6][CH:5]=[CH:4][CH:3]=1.COC1C=CC(P2(SP(C3C=CC(OC)=CC=3)(=S)S2)=[S:40])=CC=1. The catalyst is C1(C)C=CC=CC=1. The product is [O:1]([C:8]1[CH:9]=[C:10]([CH:28]=[CH:29][CH:30]=1)[CH2:11][N:12]1[CH2:17][CH2:16][CH:15]([N:18]2[C:22]3[CH:23]=[CH:24][CH:25]=[CH:26][C:21]=3[NH:20][C:19]2=[S:40])[CH2:14][CH2:13]1)[C:2]1[CH:7]=[CH:6][CH:5]=[CH:4][CH:3]=1. The yield is 0.120. (4) The reactants are C([NH:8][C:9]1[C:10](=[O:16])[N:11]([CH3:15])[C:12](=[O:14])[N:13]=1)C1C=CC=CC=1. The catalyst is C(O)C.C(OCC)(=O)C.[Pd]. The product is [NH2:8][CH:9]1[NH:13][C:12](=[O:14])[N:11]([CH3:15])[C:10]1=[O:16]. The yield is 0.900. (5) The reactants are [Cl:1][C:2]1[CH:3]=[C:4]2[C:9](=[CH:10][C:11]=1[O:12][C:13]1[CH:21]=[CH:20][C:16]([C:17](O)=[O:18])=[CH:15][CH:14]=1)[O:8][CH2:7][CH2:6][CH:5]2[C:22]([O:24][CH2:25][CH3:26])=[O:23].O.ON1C2C=CC=CC=2N=N1.[CH:38]1([C:41]2[N:46]=[C:45]([O:47][CH3:48])[C:44]([CH2:49][CH2:50][NH2:51])=[CH:43][CH:42]=2)[CH2:40][CH2:39]1.Cl.C(N=C=NCCCN(C)C)C. No catalyst specified. The product is [Cl:1][C:2]1[CH:3]=[C:4]2[C:9](=[CH:10][C:11]=1[O:12][C:13]1[CH:21]=[CH:20][C:16]([C:17](=[O:18])[NH:51][CH2:50][CH2:49][C:44]3[C:45]([O:47][CH3:48])=[N:46][C:41]([CH:38]4[CH2:39][CH2:40]4)=[CH:42][CH:43]=3)=[CH:15][CH:14]=1)[O:8][CH2:7][CH2:6][CH:5]2[C:22]([O:24][CH2:25][CH3:26])=[O:23]. The yield is 0.465. (6) The reactants are [CH3:1][CH2:2][CH2:3][C:4]1[CH:5]=[C:6]([C:10]([NH2:12])=[S:11])[CH:7]=[CH:8][N:9]=1.[Br:13][C:14]1[CH:23]=[CH:22][C:17]([C:18](=O)[CH2:19]Br)=[CH:16][CH:15]=1. The catalyst is CCO. The product is [Br:13][C:14]1[CH:23]=[CH:22][C:17]([C:18]2[N:12]=[C:10]([C:6]3[CH:7]=[CH:8][N:9]=[C:4]([CH2:3][CH2:2][CH3:1])[CH:5]=3)[S:11][CH:19]=2)=[CH:16][CH:15]=1. The yield is 0.790. (7) The reactants are [C:1]([O:5][C:6]([NH:8][C@H:9]1[CH2:14][CH2:13][C@H:12]([N:15]([CH2:28][CH3:29])[C:16]2[C:17]([CH3:27])=[C:18]([CH:23]=[C:24]([Cl:26])[CH:25]=2)[C:19]([O:21][CH3:22])=[O:20])[CH2:11][CH2:10]1)=[O:7])([CH3:4])([CH3:3])[CH3:2].[H-].[Na+].[CH3:32]I. The catalyst is CN(C=O)C. The product is [C:1]([O:5][C:6]([N:8]([CH3:32])[C@H:9]1[CH2:14][CH2:13][C@H:12]([N:15]([CH2:28][CH3:29])[C:16]2[C:17]([CH3:27])=[C:18]([CH:23]=[C:24]([Cl:26])[CH:25]=2)[C:19]([O:21][CH3:22])=[O:20])[CH2:11][CH2:10]1)=[O:7])([CH3:3])([CH3:2])[CH3:4]. The yield is 0.880.